This data is from Catalyst prediction with 721,799 reactions and 888 catalyst types from USPTO. The task is: Predict which catalyst facilitates the given reaction. (1) Reactant: [N+:1]([C:4]1[C:5]([OH:15])=[C:6]([O:12][CH2:13][CH3:14])[CH:7]=[C:8]([CH:11]=1)[CH:9]=[O:10])([O-:3])=[O:2].[CH3:16][O:17][C:18]1[CH:19]=[C:20]([CH:23]=[CH:24][CH:25]=1)[CH2:21]Br.C(=O)([O-])[O-].[K+].[K+].O. Product: [CH2:13]([O:12][C:6]1[CH:7]=[C:8]([CH:11]=[C:4]([N+:1]([O-:3])=[O:2])[C:5]=1[O:15][CH2:21][C:20]1[CH:23]=[CH:24][CH:25]=[C:18]([O:17][CH3:16])[CH:19]=1)[CH:9]=[O:10])[CH3:14]. The catalyst class is: 639. (2) Reactant: FC1C=C2C(C=CC(=O)N2)=CC=1.[F:13][C:14]1[CH:23]=[CH:22][CH:21]=[C:20]2[C:15]=1[CH:16]=[CH:17][C:18](=[O:24])[NH:19]2.[F-].[Cs+].[C:27]([O:31][CH2:32][CH3:33])(=[O:30])[CH:28]=[CH2:29].[Si](OCC)(OCC)(OCC)OCC. Product: [F:13][C:14]1[CH:23]=[CH:22][CH:21]=[C:20]2[C:15]=1[CH:16]=[CH:17][C:18](=[O:24])[N:19]2[CH2:29][CH2:28][C:27]([O:31][CH2:32][CH3:33])=[O:30]. The catalyst class is: 11. (3) Reactant: [ClH:1].C(OC([NH:9][C@@H:10]([C@@H:46]([CH3:49])[CH2:47][CH3:48])[C:11]([N:13]([C@@H:15]([CH:43]([CH3:45])[CH3:44])[CH2:16][C@H:17]([C:19]1[S:20][CH:21]=[C:22]([C:24]([NH:26][C@@H:27]([CH2:36][C:37]2[CH:42]=[CH:41][CH:40]=[CH:39][CH:38]=2)[CH2:28][C@H:29]([CH3:35])[C:30]([O:32][CH2:33][CH3:34])=[O:31])=[O:25])[N:23]=1)[OH:18])[CH3:14])=[O:12])=O)(C)(C)C. Product: [ClH:1].[NH2:9][C@@H:10]([C@@H:46]([CH3:49])[CH2:47][CH3:48])[C:11]([N:13]([C@@H:15]([CH:43]([CH3:45])[CH3:44])[CH2:16][C@H:17]([C:19]1[S:20][CH:21]=[C:22]([C:24]([NH:26][C@@H:27]([CH2:36][C:37]2[CH:38]=[CH:39][CH:40]=[CH:41][CH:42]=2)[CH2:28][C@H:29]([CH3:35])[C:30]([O:32][CH2:33][CH3:34])=[O:31])=[O:25])[N:23]=1)[OH:18])[CH3:14])=[O:12]. The catalyst class is: 12. (4) Reactant: FC(F)(F)C(O)=O.C(OC([N:15]1[CH2:20][CH2:19][C:18]([CH2:22][C:23]2[CH:28]=[CH:27][C:26]([Cl:29])=[CH:25][CH:24]=2)([OH:21])[C:17]([CH3:31])([CH3:30])[CH2:16]1)=O)(C)(C)C. Product: [Cl:29][C:26]1[CH:25]=[CH:24][C:23]([CH2:22][C:18]2([OH:21])[CH2:19][CH2:20][NH:15][CH2:16][C:17]2([CH3:30])[CH3:31])=[CH:28][CH:27]=1. The catalyst class is: 2. (5) Reactant: [CH2:1]([O:8][C@H:9]1[C@H:14]([O:15][CH2:16][C:17]2[CH:22]=[CH:21][CH:20]=[CH:19][CH:18]=2)[C@@H:13]([O:23][CH2:24][C:25]2[CH:30]=[CH:29][CH:28]=[CH:27][CH:26]=2)[C@@:12]([C:33]2[CH:38]=[CH:37][C:36]([Cl:39])=[C:35]([CH2:40][C:41]3[CH:46]=[CH:45][C:44]([O:47][CH2:48][C:49]([F:52])([F:51])[F:50])=[CH:43][CH:42]=3)[CH:34]=2)([O:31][CH3:32])[O:11][C@@H:10]1[CH2:53][OH:54])[C:2]1[CH:7]=[CH:6][CH:5]=[CH:4][CH:3]=1.I(C1C=CC=CC=1C(O)=O)(=O)=O. Product: [CH2:1]([O:8][C@H:9]1[C@H:14]([O:15][CH2:16][C:17]2[CH:22]=[CH:21][CH:20]=[CH:19][CH:18]=2)[C@@H:13]([O:23][CH2:24][C:25]2[CH:30]=[CH:29][CH:28]=[CH:27][CH:26]=2)[C@@:12]([C:33]2[CH:38]=[CH:37][C:36]([Cl:39])=[C:35]([CH2:40][C:41]3[CH:42]=[CH:43][C:44]([O:47][CH2:48][C:49]([F:51])([F:52])[F:50])=[CH:45][CH:46]=3)[CH:34]=2)([O:31][CH3:32])[O:11][C@@H:10]1[CH:53]=[O:54])[C:2]1[CH:3]=[CH:4][CH:5]=[CH:6][CH:7]=1. The catalyst class is: 4. (6) Reactant: C(OC([N:8]([CH2:16][C:17]1[CH:22]=[CH:21][C:20]([C:23]#[N:24])=[CH:19][CH:18]=1)C(OC(C)(C)C)=O)=O)(C)(C)C.FC(F)(F)C(O)=O. Product: [NH2:24][CH2:23][C:20]1[CH:21]=[CH:22][C:17]([C:16]#[N:8])=[CH:18][CH:19]=1. The catalyst class is: 2.